From a dataset of Catalyst prediction with 721,799 reactions and 888 catalyst types from USPTO. Predict which catalyst facilitates the given reaction. (1) Reactant: O[CH:2]([C:4]1[CH:9]=[CH:8][C:7]([CH2:10][NH:11][C:12](=[O:14])[CH3:13])=[CH:6][CH:5]=1)[CH3:3].S(Cl)([Cl:17])=O.C(=O)([O-])O.[Na+]. Product: [Cl:17][CH:2]([C:4]1[CH:9]=[CH:8][C:7]([CH2:10][NH:11][C:12](=[O:14])[CH3:13])=[CH:6][CH:5]=1)[CH3:3]. The catalyst class is: 22. (2) Reactant: [O:1]1[CH2:6][CH2:5][O:4][CH2:3][C@@H:2]1[CH2:7][OH:8].O[N:10]1[C:14](=[O:15])[C:13]2=[CH:16][CH:17]=[CH:18][CH:19]=[C:12]2[C:11]1=[O:20].C1(P(C2C=CC=CC=2)C2C=CC=CC=2)C=CC=CC=1.N(C(OC(C)C)=O)=NC(OC(C)C)=O. Product: [O:1]1[CH2:6][CH2:5][O:4][CH2:3][C@@H:2]1[CH2:7][O:8][N:10]1[C:14](=[O:15])[C:13]2[C:12](=[CH:19][CH:18]=[CH:17][CH:16]=2)[C:11]1=[O:20]. The catalyst class is: 1. (3) Reactant: CC(OC(/N=N/C(OC(C)C)=O)=O)C.[F:15][C:16]([F:34])([F:33])[C:17]1[N:21]2[N:22]=[C:23]([N:26]3[CH2:31][CH2:30][CH:29]([OH:32])[CH2:28][CH2:27]3)[CH:24]=[CH:25][C:20]2=[N:19][N:18]=1.[CH3:35][C:36]1[CH:37]=[CH:38][C:39](=O)[NH:40][N:41]=1.C1(P(C2C=CC=CC=2)C2C=CC=CC=2)C=CC=CC=1. Product: [CH3:35][C:36]1[N:41]=[N:40][C:39]([O:32][CH:29]2[CH2:30][CH2:31][N:26]([C:23]3[CH:24]=[CH:25][C:20]4[N:21]([C:17]([C:16]([F:15])([F:33])[F:34])=[N:18][N:19]=4)[N:22]=3)[CH2:27][CH2:28]2)=[CH:38][CH:37]=1. The catalyst class is: 1. (4) Reactant: [CH3:1][C:2]([CH3:24])([CH3:23])[CH2:3][C:4]([NH:6][C:7]1[N:17]([CH2:18][C:19]([F:22])([F:21])[F:20])[C:10]2=[N:11][C:12]([CH:15]=[CH2:16])=[CH:13][CH:14]=[C:9]2[N:8]=1)=[O:5]. Product: [CH2:15]([C:12]1[N:11]=[C:10]2[N:17]([CH2:18][C:19]([F:22])([F:21])[F:20])[C:7]([NH:6][C:4](=[O:5])[CH2:3][C:2]([CH3:24])([CH3:23])[CH3:1])=[N:8][C:9]2=[CH:14][CH:13]=1)[CH3:16]. The catalyst class is: 5. (5) Reactant: [N:1]([CH2:4][CH:5]([C:7]1[C:12]2[O:13][CH2:14][C:15](=[O:17])[NH:16][C:11]=2[C:10]([O:18][CH2:19][C:20]2C=CC=CC=2)=[CH:9][CH:8]=1)[OH:6])=[N+]=[N-].[H][H].C([OH:30])C. Product: [C:19]([OH:30])(=[O:18])[CH3:20].[NH2:1][CH2:4][CH:5]([C:7]1[C:12]2[O:13][CH2:14][C:15](=[O:17])[NH:16][C:11]=2[C:10]([OH:18])=[CH:9][CH:8]=1)[OH:6]. The catalyst class is: 45. (6) Reactant: Cl[C:2]([O:4][CH:5]1[CH2:9][CH2:8][CH2:7][CH2:6]1)=[O:3].FC(F)(F)C(O)=O.[F:17][C:18]1[C:19]([O:27][C:28]2[N:33]=[CH:32][N:31]=[C:30]3[N:34]([CH:37]4[CH2:42][CH2:41][NH:40][CH2:39][CH2:38]4)[N:35]=[CH:36][C:29]=23)=[C:20]([CH:23]=[CH:24][C:25]=1[F:26])[C:21]#[N:22].C(OC(N1CCC(N2C3=NC=NC(OC4C(C#N)=CC=C(F)C=4F)=C3C=N2)CC1)=O)(C)(C)C.FC(F)(F)C(O)=O.C(OC1C=CC(OC2N=CN=C3N(C4CCNCC4)N=CC=23)=C(F)C=1)C.C(N(C(C)C)CC)(C)C. Product: [CH:5]1([O:4][C:2]([N:40]2[CH2:39][CH2:38][CH:37]([N:34]3[C:30]4=[N:31][CH:32]=[N:33][C:28]([O:27][C:19]5[C:20]([C:21]#[N:22])=[CH:23][CH:24]=[C:25]([F:26])[C:18]=5[F:17])=[C:29]4[CH:36]=[N:35]3)[CH2:42][CH2:41]2)=[O:3])[CH2:9][CH2:8][CH2:7][CH2:6]1. The catalyst class is: 46.